Dataset: Forward reaction prediction with 1.9M reactions from USPTO patents (1976-2016). Task: Predict the product of the given reaction. (1) Given the reactants [CH3:1][O:2][C:3]1[CH:8]=[CH:7][C:6]([C:9]2[S:13][C:12]([C:14]([O:16]C)=[O:15])=[CH:11][CH:10]=2)=[CH:5][CH:4]=1.[OH-].[Na+], predict the reaction product. The product is: [CH3:1][O:2][C:3]1[CH:4]=[CH:5][C:6]([C:9]2[S:13][C:12]([C:14]([OH:16])=[O:15])=[CH:11][CH:10]=2)=[CH:7][CH:8]=1. (2) Given the reactants C(O)(C(F)(F)F)=O.[CH3:8][CH:9]1[CH2:14][CH2:13][N:12]([C:15]([C:17]2[CH:25]=[CH:24][C:23]3[N:22]([S:26]([CH3:29])(=[O:28])=[O:27])[C:21]4[CH2:30][CH2:31][NH:32][CH2:33][C:20]=4[C:19]=3[CH:18]=2)=[O:16])[CH2:11][CH2:10]1.[F:34][C:35]([F:40])([F:39])[CH2:36][CH:37]=O, predict the reaction product. The product is: [CH3:8][CH:9]1[CH2:10][CH2:11][N:12]([C:15]([C:17]2[CH:25]=[CH:24][C:23]3[N:22]([S:26]([CH3:29])(=[O:27])=[O:28])[C:21]4[CH2:30][CH2:31][N:32]([CH2:37][CH2:36][C:35]([F:40])([F:39])[F:34])[CH2:33][C:20]=4[C:19]=3[CH:18]=2)=[O:16])[CH2:13][CH2:14]1. (3) Given the reactants [O:1]1[C:5]2([CH2:10][CH2:9][NH:8][CH2:7][CH2:6]2)[O:4][CH2:3][CH2:2]1.[CH3:11][O:12][C:13]([C:15]1[CH:20]=[CH:19][C:18](B(O)O)=[CH:17][CH:16]=1)=[O:14].CCN(CC)CC, predict the reaction product. The product is: [O:1]1[C:5]2([CH2:10][CH2:9][N:8]([C:18]3[CH:19]=[CH:20][C:15]([C:13]([O:12][CH3:11])=[O:14])=[CH:16][CH:17]=3)[CH2:7][CH2:6]2)[O:4][CH2:3][CH2:2]1. (4) Given the reactants C[O:2][C:3](=[O:53])[C@@H:4]([NH:24][C:25](=[O:52])[C:26]1[CH:31]=[C:30]([Cl:32])[CH:29]=[CH:28][C:27]=1[NH:33][CH2:34][C:35]1[CH:40]=[CH:39][CH:38]=[C:37]([O:41][C:42]2[CH:47]=[CH:46][C:45]([C:48]([CH3:51])([CH3:50])[CH3:49])=[CH:44][CH:43]=2)[CH:36]=1)[CH2:5][C:6]1[CH:11]=[CH:10][C:9]([C:12]2[CH:17]=[CH:16][C:15]([CH:18]3[CH2:23][CH2:22][CH2:21][CH2:20][CH2:19]3)=[CH:14][CH:13]=2)=[CH:8][CH:7]=1.[Li+].[OH-].C1COCC1, predict the reaction product. The product is: [C:48]([C:45]1[CH:44]=[CH:43][C:42]([O:41][C:37]2[CH:36]=[C:35]([CH:40]=[CH:39][CH:38]=2)[CH2:34][NH:33][C:27]2[CH:28]=[CH:29][C:30]([Cl:32])=[CH:31][C:26]=2[C:25]([NH:24][C@@H:4]([CH2:5][C:6]2[CH:11]=[CH:10][C:9]([C:12]3[CH:17]=[CH:16][C:15]([CH:18]4[CH2:23][CH2:22][CH2:21][CH2:20][CH2:19]4)=[CH:14][CH:13]=3)=[CH:8][CH:7]=2)[C:3]([OH:53])=[O:2])=[O:52])=[CH:47][CH:46]=1)([CH3:51])([CH3:49])[CH3:50]. (5) Given the reactants [N:1]1[CH:6]=[CH:5]C=C[CH:2]=1.[C:7]([Cl:15])(=[O:14])[O:8][CH2:9][CH2:10][CH2:11][O:12][CH3:13].[O:16]1CCCC1, predict the reaction product. The product is: [ClH:15].[C:7](=[O:14])([O:16][CH2:5][CH2:6][NH:1][CH3:2])[O:8][CH2:9][CH2:10][CH2:11][O:12][CH3:13]. (6) The product is: [Cl:12][C:7]1[CH:8]=[C:9]([Cl:11])[CH:10]=[C:2]2[C:3]=1[C:4](=[O:5])[NH:6][C:21]([C:20]1[CH:23]=[C:24]([CH3:25])[C:17]([O:16][CH2:15][CH2:14][OH:13])=[C:18]([CH3:26])[CH:19]=1)=[N:1]2. Given the reactants [NH2:1][C:2]1[CH:10]=[C:9]([Cl:11])[CH:8]=[C:7]([Cl:12])[C:3]=1[C:4]([NH2:6])=[O:5].[OH:13][CH2:14][CH2:15][O:16][C:17]1[C:24]([CH3:25])=[CH:23][C:20]([CH:21]=O)=[CH:19][C:18]=1[CH3:26].S([O-])(O)=O.[Na+].O.C1(C)C=CC(S(O)(=O)=O)=CC=1, predict the reaction product. (7) Given the reactants [F:1][C:2]1[CH:29]=[CH:28][C:5]([CH2:6][NH:7][C:8]([C:10]2([CH2:23][CH2:24][CH2:25][CH2:26]Br)[C:22]3[CH:21]=[CH:20][CH:19]=[CH:18][C:17]=3[C:16]3[C:11]2=[CH:12][CH:13]=[CH:14][CH:15]=3)=[O:9])=[CH:4][CH:3]=1.[CH3:30][C@H:31]1[NH:36][C@@H:35]([CH3:37])[CH2:34][N:33]([C:38]2[O:39][C:40]3[CH:46]=[CH:45][CH:44]=[CH:43][C:41]=3[N:42]=2)[CH2:32]1, predict the reaction product. The product is: [F:1][C:2]1[CH:29]=[CH:28][C:5]([CH2:6][NH:7][C:8]([C:10]2([CH2:23][CH2:24][CH2:25][CH2:26][N:36]3[C@H:35]([CH3:37])[CH2:34][N:33]([C:38]4[O:39][C:40]5[CH:46]=[CH:45][CH:44]=[CH:43][C:41]=5[N:42]=4)[CH2:32][C@@H:31]3[CH3:30])[C:22]3[CH:21]=[CH:20][CH:19]=[CH:18][C:17]=3[C:16]3[C:11]2=[CH:12][CH:13]=[CH:14][CH:15]=3)=[O:9])=[CH:4][CH:3]=1. (8) Given the reactants [NH2:1][C:2]1[C:11]2[CH:10]=[CH:9][CH:8]=[C:7](Br)[C:6]=2[N:5]=[C:4]2[CH2:13][N:14]([CH:17]3[CH2:20][CH2:19][CH2:18]3)[C:15](=[O:16])[C:3]=12.[F:21][C:22]1[CH:27]=[C:26]([O:28][CH3:29])[CH:25]=[C:24]([F:30])[C:23]=1B(O)O, predict the reaction product. The product is: [NH2:1][C:2]1[C:11]2[CH:10]=[CH:9][CH:8]=[C:7]([C:23]3[C:22]([F:21])=[CH:27][C:26]([O:28][CH3:29])=[CH:25][C:24]=3[F:30])[C:6]=2[N:5]=[C:4]2[CH2:13][N:14]([CH:17]3[CH2:20][CH2:19][CH2:18]3)[C:15](=[O:16])[C:3]=12. (9) Given the reactants [Br:1][C:2]1[CH:3]=[C:4]2[C:10]3([CH2:14][CH2:13][N:12]([C:15](=[O:25])[CH2:16][NH:17]C(=O)OC(C)(C)C)[CH2:11]3)[CH2:9][N:8]([C:26](=[O:34])[NH:27][C:28]3[S:29][C:30]([Cl:33])=[CH:31][N:32]=3)[C:5]2=[CH:6][CH:7]=1.Cl.C(OCC)(=O)C, predict the reaction product. The product is: [NH2:17][CH2:16][C:15]([N:12]1[CH2:13][CH2:14][C:10]2([C:4]3[C:5](=[CH:6][CH:7]=[C:2]([Br:1])[CH:3]=3)[N:8]([C:26]([NH:27][C:28]3[S:29][C:30]([Cl:33])=[CH:31][N:32]=3)=[O:34])[CH2:9]2)[CH2:11]1)=[O:25].